Task: Predict the reactants needed to synthesize the given product.. Dataset: Retrosynthesis with 50K atom-mapped reactions and 10 reaction types from USPTO (1) The reactants are: C#Cc1cc(Cl)ccc1OCC(=O)OC(C)(C)C.O=S1(=O)c2ccccc2-c2ccc(I)cc21. Given the product CC(C)(C)OC(=O)COc1ccc(Cl)cc1C#Cc1ccc2c(c1)S(=O)(=O)c1ccccc1-2, predict the reactants needed to synthesize it. (2) Given the product Nc1c(Cl)cc(CO)cc1Cl, predict the reactants needed to synthesize it. The reactants are: Nc1c(Cl)cc(C(=O)O)cc1Cl. (3) The reactants are: CCCCC[C@H]1CC[C@H](CCc2ccc(O)cc2)CC1.CC[C@H](C)CCCCCOc1ccc(C(=O)Cl)cc1. Given the product CCCCC[C@H]1CC[C@H](CCc2ccc(OC(=O)c3ccc(OCCCCC[C@@H](C)CC)cc3)cc2)CC1, predict the reactants needed to synthesize it. (4) Given the product Cn1nc(C#N)c2ccccc21, predict the reactants needed to synthesize it. The reactants are: CI.N#Cc1n[nH]c2ccccc12. (5) Given the product COC(=O)c1cccc(N)c1N, predict the reactants needed to synthesize it. The reactants are: COC(=O)c1cccc([N+](=O)[O-])c1N. (6) The reactants are: Clc1ccc2cc(OCc3ccccc3)ccc2n1.Oc1ccccc1. Given the product c1ccc(COc2ccc3nc(Oc4ccccc4)ccc3c2)cc1, predict the reactants needed to synthesize it. (7) Given the product Cc1nc(Nc2ccc(CCO)cc2)c([N+](=O)[O-])c(C)c1C#N, predict the reactants needed to synthesize it. The reactants are: Cc1nc(Cl)c([N+](=O)[O-])c(C)c1C#N.Nc1ccc(CCO)cc1. (8) Given the product CCCCCCCCC(=O)Nc1cc(Cl)ccc1O, predict the reactants needed to synthesize it. The reactants are: CCCCCCCCC(=O)Cl.Nc1cc(Cl)ccc1O. (9) Given the product O=C(Nc1ccn(CCCO)n1)[C@H](CC1CCCC1)N1Cc2ccccc2C1=O, predict the reactants needed to synthesize it. The reactants are: Nc1ccn(CCCO)n1.O=C(O)[C@H](CC1CCCC1)N1Cc2ccccc2C1=O. (10) Given the product CN(C)CCOC(c1ccccc1)c1ccc(C(=O)O)cc1, predict the reactants needed to synthesize it. The reactants are: COC(=O)c1ccc(C(OCCN(C)C)c2ccccc2)cc1.